Dataset: Full USPTO retrosynthesis dataset with 1.9M reactions from patents (1976-2016). Task: Predict the reactants needed to synthesize the given product. Given the product [N:10]1([C:16]([CH:18]2[CH2:19][CH2:20][N:21]([CH2:24][C:4]3[CH:5]=[CH:6][C:1]([B:7]([OH:9])[OH:8])=[CH:2][CH:3]=3)[CH2:22][CH2:23]2)=[O:17])[CH2:15][CH2:14][CH2:13][CH2:12][CH2:11]1, predict the reactants needed to synthesize it. The reactants are: [C:1]1([B:7]([OH:9])[OH:8])[CH:6]=[CH:5][CH:4]=[CH:3][CH:2]=1.[N:10]1([C:16]([CH:18]2[CH2:23][CH2:22][NH:21][CH2:20][CH2:19]2)=[O:17])[CH2:15][CH2:14][CH2:13][CH2:12][CH2:11]1.[C:24]([O-])([O-])=O.[K+].[K+].